From a dataset of Peptide-MHC class II binding affinity with 134,281 pairs from IEDB. Regression. Given a peptide amino acid sequence and an MHC pseudo amino acid sequence, predict their binding affinity value. This is MHC class II binding data. (1) The MHC is DRB3_0202 with pseudo-sequence DRB3_0202. The binding affinity (normalized) is 0.175. The peptide sequence is PEEFAVVDLSKMRAV. (2) The peptide sequence is AAATAGTTVYSAFAA. The MHC is HLA-DPA10103-DPB10601 with pseudo-sequence HLA-DPA10103-DPB10601. The binding affinity (normalized) is 0.124. (3) The peptide sequence is SASVLSFMDKGIPFM. The MHC is DRB1_0801 with pseudo-sequence DRB1_0801. The binding affinity (normalized) is 0.576. (4) The peptide sequence is SLILPGIKAQQSKLA. The MHC is DRB1_0901 with pseudo-sequence DRB1_0901. The binding affinity (normalized) is 0.607. (5) The MHC is DRB1_0802 with pseudo-sequence DRB1_0802. The binding affinity (normalized) is 0.385. The peptide sequence is DTFRKDFRVYDNFLR. (6) The binding affinity (normalized) is 0.228. The MHC is DRB1_0802 with pseudo-sequence DRB1_0802. The peptide sequence is NQLIYVILTILTIIG. (7) The peptide sequence is WQDLELSWNLNGLQAY. The MHC is DRB1_1302 with pseudo-sequence DRB1_1302. The binding affinity (normalized) is 0.473. (8) The peptide sequence is HEMNNGGDAMYMALI. The MHC is DRB1_0701 with pseudo-sequence DRB1_0701. The binding affinity (normalized) is 0.244.